From a dataset of Forward reaction prediction with 1.9M reactions from USPTO patents (1976-2016). Predict the product of the given reaction. (1) Given the reactants [C:1]([O:5][C:6]([NH:8][C@H:9]1[CH2:13][CH2:12][C@@:11]([CH2:17][CH3:18])([C:14]([OH:16])=O)[CH2:10]1)=[O:7])([CH3:4])([CH3:3])[CH3:2].Cl.Cl.[F:21][C:22]([F:36])([F:35])[C:23]1[CH:28]=[CH:27][N:26]=[C:25]([N:29]2[CH2:34][CH2:33][NH:32][CH2:31][CH2:30]2)[CH:24]=1.C(N(CC)CC)C, predict the reaction product. The product is: [C:1]([O:5][C:6](=[O:7])[NH:8][C@H:9]1[CH2:13][CH2:12][C@@:11]([CH2:17][CH3:18])([C:14]([N:32]2[CH2:33][CH2:34][N:29]([C:25]3[CH:24]=[C:23]([C:22]([F:36])([F:21])[F:35])[CH:28]=[CH:27][N:26]=3)[CH2:30][CH2:31]2)=[O:16])[CH2:10]1)([CH3:2])([CH3:3])[CH3:4]. (2) The product is: [Br:33][C:34]1[CH:35]=[C:36]([CH:52]=[CH:53][CH:54]=1)[C:37]([NH:39][CH:40]([C:42]1[N:47]=[N:46][C:45]([NH:59][C:58]2[CH:60]=[CH:61][C:62]([N:63]3[CH2:64][CH2:65][O:66][CH2:67][CH2:68]3)=[C:56]([Cl:55])[CH:57]=2)=[N:44][CH:43]=1)[CH3:41])=[O:38]. Given the reactants BrC1C=C(C=CC=1)C(NC(C1N=NC(NC2C=C(S(CC)(=O)=O)C=CC=2OC)=NC=1)C)=O.[Br:33][C:34]1[CH:35]=[C:36]([CH:52]=[CH:53][CH:54]=1)[C:37]([NH:39][CH:40]([C:42]1[N:47]=[N:46][C:45](S(C)(=O)=O)=[N:44][CH:43]=1)[CH3:41])=[O:38].[Cl:55][C:56]1[CH:57]=[C:58]([CH:60]=[CH:61][C:62]=1[N:63]1[CH2:68][CH2:67][O:66][CH2:65][CH2:64]1)[NH2:59].O.C1(C)C=CC(S(O)(=O)=O)=CC=1, predict the reaction product. (3) Given the reactants Cl.[CH3:2][C:3]1[C:11]([C:12](=[S:14])[NH2:13])=[C:6]2[CH:7]=[CH:8][CH:9]=[CH:10][N:5]2[N:4]=1.Cl[CH:16]([C:22](=O)[C:23]1[CH:28]=[CH:27][CH:26]=[CH:25][C:24]=1[C:29]([F:32])([F:31])[F:30])[C:17]([O:19][CH2:20][CH3:21])=[O:18], predict the reaction product. The product is: [CH3:2][C:3]1[C:11]([C:12]2[S:14][C:16]([C:17]([O:19][CH2:20][CH3:21])=[O:18])=[C:22]([C:23]3[CH:28]=[CH:27][CH:26]=[CH:25][C:24]=3[C:29]([F:30])([F:31])[F:32])[N:13]=2)=[C:6]2[CH:7]=[CH:8][CH:9]=[CH:10][N:5]2[N:4]=1. (4) Given the reactants [NH2:1][C:2]1[CH:7]=[CH:6][C:5]([N:8]2[CH2:13][CH2:12][O:11][CH2:10][C:9]2=[O:14])=[CH:4][CH:3]=1.[N:15]1[CH:20]=[CH:19][N:18]=[C:17]2[C:21]([O:23][C:24](=O)[C:16]=12)=[O:22], predict the reaction product. The product is: [O:14]=[C:9]1[CH2:10][O:11][CH2:12][CH2:13][N:8]1[C:5]1[CH:4]=[CH:3][C:2]([N:1]=[C:24]2[C:16]3=[N:15][CH:20]=[CH:19][N:18]=[C:17]3[C:21](=[O:22])[O:23]2)=[CH:7][CH:6]=1. (5) Given the reactants C(Cl)(=O)C(Cl)=O.Cl.[CH3:8][N:9]1[CH2:14][CH2:13][CH:12]([C:15]([OH:17])=[O:16])[CH2:11][CH2:10]1.CN(C=O)C.[C:23]1([CH:29](O)[CH2:30][C:31]2[CH:36]=[CH:35][CH:34]=[CH:33][CH:32]=2)[CH:28]=[CH:27][CH:26]=[CH:25][CH:24]=1, predict the reaction product. The product is: [CH3:8][N:9]1[CH2:14][CH2:13][CH:12]([C:15]([O:17][CH:29]([C:23]2[CH:28]=[CH:27][CH:26]=[CH:25][CH:24]=2)[CH2:30][C:31]2[CH:36]=[CH:35][CH:34]=[CH:33][CH:32]=2)=[O:16])[CH2:11][CH2:10]1. (6) The product is: [F:15][C:7]([F:16])([CH2:8][C:9]1[CH:14]=[CH:13][CH:12]=[CH:11][CH:10]=1)[CH2:6][C@H:2]([OH:18])[C:3]([OH:5])=[O:4]. Given the reactants N[C@@H:2]([CH2:6][C:7]([F:16])([F:15])[CH2:8][C:9]1[CH:14]=[CH:13][CH:12]=[CH:11][CH:10]=1)[C:3]([OH:5])=[O:4].S(=O)(=O)(O)[OH:18].N([O-])=O.[Na+], predict the reaction product.